This data is from Forward reaction prediction with 1.9M reactions from USPTO patents (1976-2016). The task is: Predict the product of the given reaction. (1) Given the reactants [F:1][C:2]([C:5]1[CH:12]=[CH:11][C:8]([CH:9]=O)=[CH:7][CH:6]=1)([F:4])[CH3:3].[NH2:13][C:14]1[N:15]=[N:16][C:17]([CH3:20])=[CH:18][CH:19]=1.C([O:23][C:24](=O)[C:25]([OH:38])=[CH:26][C:27]([C:29]1[CH:34]=[CH:33][C:32]([CH:35]([CH3:37])[CH3:36])=[CH:31][CH:30]=1)=[O:28])C, predict the reaction product. The product is: [F:1][C:2]([C:5]1[CH:12]=[CH:11][C:8]([CH:9]2[N:13]([C:14]3[N:15]=[N:16][C:17]([CH3:20])=[CH:18][CH:19]=3)[C:24](=[O:23])[C:25]([OH:38])=[C:26]2[C:27](=[O:28])[C:29]2[CH:30]=[CH:31][C:32]([CH:35]([CH3:36])[CH3:37])=[CH:33][CH:34]=2)=[CH:7][CH:6]=1)([F:4])[CH3:3]. (2) Given the reactants Cl.[C:2]([C:4]1[N:5]([C:15]2[CH:28]=[CH:27][C:18]([CH2:19][NH:20][C:21]([C:23]3([NH2:26])[CH2:25][CH2:24]3)=[O:22])=[CH:17][CH:16]=2)[C:6]2[C:11]([CH:12]=1)=[CH:10][C:9]([O:13][CH3:14])=[CH:8][CH:7]=2)#[N:3].[F:29][C:30]([F:41])([F:40])[C:31]1[CH:32]=[N:33][CH:34]=[C:35]([CH:39]=1)[C:36](O)=[O:37], predict the reaction product. The product is: [C:2]([C:4]1[N:5]([C:15]2[CH:28]=[CH:27][C:18]([CH2:19][NH:20][C:21]([C:23]3([NH:26][C:36](=[O:37])[C:35]4[CH:39]=[C:31]([C:30]([F:41])([F:29])[F:40])[CH:32]=[N:33][CH:34]=4)[CH2:24][CH2:25]3)=[O:22])=[CH:17][CH:16]=2)[C:6]2[C:11]([CH:12]=1)=[CH:10][C:9]([O:13][CH3:14])=[CH:8][CH:7]=2)#[N:3]. (3) Given the reactants [OH:1][CH2:2][C@H:3]1[CH2:7][CH2:6][CH2:5][N:4]1[CH2:8][CH2:9][C:10]1[NH:11][C:12](=[O:21])[C:13]2[C:18]([CH:19]=1)=[C:17]([CH3:20])[CH:16]=[CH:15][CH:14]=2.[ClH:22], predict the reaction product. The product is: [OH2:1].[OH2:1].[ClH:22].[OH:1][CH2:2][C@H:3]1[CH2:7][CH2:6][CH2:5][N:4]1[CH2:8][CH2:9][C:10]1[NH:11][C:12](=[O:21])[C:13]2[C:18]([CH:19]=1)=[C:17]([CH3:20])[CH:16]=[CH:15][CH:14]=2. (4) Given the reactants [C:1]([O:5][C:6](=[O:27])[C:7]([NH:10][C:11]1[CH:16]=[CH:15][CH:14]=[C:13]([CH2:17][CH2:18][NH:19][CH2:20][CH2:21][CH2:22][CH2:23][CH2:24][CH2:25][CH3:26])[CH:12]=1)([CH3:9])[CH3:8])([CH3:4])([CH3:3])[CH3:2].[F:28][C:29]1[CH:34]=[C:33]([F:35])[CH:32]=[CH:31][C:30]=1[N:36]=[C:37]=[O:38].C(N(CC)C(C)C)(C)C, predict the reaction product. The product is: [C:1]([O:5][C:6](=[O:27])[C:7]([NH:10][C:11]1[CH:16]=[CH:15][CH:14]=[C:13]([CH2:17][CH2:18][N:19]([CH2:20][CH2:21][CH2:22][CH2:23][CH2:24][CH2:25][CH3:26])[C:37]([NH:36][C:30]2[CH:31]=[CH:32][C:33]([F:35])=[CH:34][C:29]=2[F:28])=[O:38])[CH:12]=1)([CH3:9])[CH3:8])([CH3:4])([CH3:3])[CH3:2].